Dataset: NCI-60 drug combinations with 297,098 pairs across 59 cell lines. Task: Regression. Given two drug SMILES strings and cell line genomic features, predict the synergy score measuring deviation from expected non-interaction effect. (1) Drug 1: CNC(=O)C1=CC=CC=C1SC2=CC3=C(C=C2)C(=NN3)C=CC4=CC=CC=N4. Drug 2: C1=C(C(=O)NC(=O)N1)N(CCCl)CCCl. Cell line: CAKI-1. Synergy scores: CSS=56.2, Synergy_ZIP=6.23, Synergy_Bliss=5.88, Synergy_Loewe=7.34, Synergy_HSA=7.53. (2) Drug 1: CCN(CC)CCNC(=O)C1=C(NC(=C1C)C=C2C3=C(C=CC(=C3)F)NC2=O)C. Drug 2: C1CCC(C(C1)[NH-])[NH-].C(=O)(C(=O)[O-])[O-].[Pt+4]. Cell line: NCI-H460. Synergy scores: CSS=30.9, Synergy_ZIP=-4.04, Synergy_Bliss=-8.90, Synergy_Loewe=-7.21, Synergy_HSA=-5.00. (3) Drug 2: CC1=CC2C(CCC3(C2CCC3(C(=O)C)OC(=O)C)C)C4(C1=CC(=O)CC4)C. Drug 1: CNC(=O)C1=CC=CC=C1SC2=CC3=C(C=C2)C(=NN3)C=CC4=CC=CC=N4. Cell line: MCF7. Synergy scores: CSS=-9.93, Synergy_ZIP=2.41, Synergy_Bliss=1.17, Synergy_Loewe=-15.6, Synergy_HSA=-9.60.